This data is from Full USPTO retrosynthesis dataset with 1.9M reactions from patents (1976-2016). The task is: Predict the reactants needed to synthesize the given product. (1) Given the product [CH3:39][N:40]1[CH:37]=[CH:38][CH:6]=[C:7]([O:8][C:9]2[C:23]([O:24][C:25]3[CH:26]=[CH:27][C:28]([S:31]([CH3:34])(=[O:33])=[O:32])=[CH:29][CH:30]=3)=[CH:22][C:12]3[NH:13][C:14]([C:16]4[CH:21]=[CH:20][CH:19]=[CH:18][N:17]=4)=[N:15][C:11]=3[CH:10]=2)[C:41]1=[O:47], predict the reactants needed to synthesize it. The reactants are: C(OC([C:6]1[CH:38]=[CH:37]C=C[C:7]=1[O:8][C:9]1[C:23]([O:24][C:25]2[CH:30]=[CH:29][C:28]([S:31]([CH3:34])(=[O:33])=[O:32])=[CH:27][CH:26]=2)=[CH:22][C:12]2[NH:13][C:14]([C:16]3[CH:21]=[CH:20][CH:19]=[CH:18][N:17]=3)=[N:15][C:11]=2[CH:10]=1)=O)C.[CH3:39][N:40]1C=CC=C(O)[C:41]1=[O:47]. (2) Given the product [Br:1][C:2]1[CH:3]=[C:4]([CH:8]=[CH:9][C:10]=1[Cl:11])[C:5]([O:7][CH3:17])=[O:6], predict the reactants needed to synthesize it. The reactants are: [Br:1][C:2]1[CH:3]=[C:4]([CH:8]=[CH:9][C:10]=1[Cl:11])[C:5]([OH:7])=[O:6].S(=O)(=O)(O)O.[CH3:17]O. (3) Given the product [CH3:1][O:2][C:3]1[CH:4]=[C:5]([CH:6]=[CH:7][C:8]=1[O:9][CH3:10])[CH2:11][NH:12][C:22](=[O:23])[C@H:21]([NH:20][C:18](=[O:19])[O:17][C:13]([CH3:14])([CH3:15])[CH3:16])[CH2:25][CH2:26][S:27][CH3:28], predict the reactants needed to synthesize it. The reactants are: [CH3:1][O:2][C:3]1[CH:4]=[C:5]([CH2:11][NH2:12])[CH:6]=[CH:7][C:8]=1[O:9][CH3:10].[C:13]([O:17][C:18]([NH:20][C@H:21]([CH2:25][CH2:26][S:27][CH3:28])[C:22](O)=[O:23])=[O:19])([CH3:16])([CH3:15])[CH3:14].C1CN([P+](ON2N=NC3C=CC=CC2=3)(N2CCCC2)N2CCCC2)CC1.F[P-](F)(F)(F)(F)F.CCN(C(C)C)C(C)C. (4) Given the product [Cl:1][C:2]1[CH:3]=[C:4]([S:10][C:12]2[CH:20]=[C:19]([C:21]([F:22])([F:24])[F:23])[CH:18]=[CH:17][C:13]=2[C:14]([OH:16])=[O:15])[CH:5]=[CH:6][C:7]=1[O:8][CH3:9], predict the reactants needed to synthesize it. The reactants are: [Cl:1][C:2]1[CH:3]=[C:4]([SH:10])[CH:5]=[CH:6][C:7]=1[O:8][CH3:9].I[C:12]1[CH:20]=[C:19]([C:21]([F:24])([F:23])[F:22])[CH:18]=[CH:17][C:13]=1[C:14]([OH:16])=[O:15].Cl.C(OCC)(=O)C.